Dataset: Reaction yield outcomes from USPTO patents with 853,638 reactions. Task: Predict the reaction yield, written as a fraction of the theoretical maximum amount of product (1.0 means a 100% yield; for example, 0.34 means a 34% yield). (1) The reactants are [CH3:1][NH:2][C:3]([C:5]1[CH:9]=[CH:8][S:7][C:6]=1[CH3:10])=[O:4].C([Li])CCC.[Br:16][C:17]1[CH:24]=[CH:23][C:20](C#N)=[CH:19][CH:18]=1. The catalyst is O1CCCC1. The product is [Br:16][C:17]1[CH:24]=[CH:23][C:20]([C:1]2[NH:2][C:3](=[O:4])[C:5]3[CH:9]=[CH:8][S:7][C:6]=3[CH:10]=2)=[CH:19][CH:18]=1. The yield is 0.190. (2) The reactants are [C:1](#N)CC#N.[C:6]([O-:9])([O-])=O.[K+].[K+].Cl[C:13]1[N:18]=[C:17]([N:19]2[CH2:24][CH2:23][CH:22]([C:25]3[C:33]4[C:28](=[N:29][CH:30]=[CH:31][N:32]=4)[NH:27]N=3)[CH2:21][CH2:20]2)[N:16]=[C:15]([O:34][CH2:35][C@H:36]2[CH2:38][C@H:37]2[C:39]#[N:40])[N:14]=1.[C:41]12([NH2:46])[CH2:45][CH:43]([CH2:44]1)[CH2:42]2.C1C=C(Cl)C=C(C(OO)=O)C=1. The catalyst is CC#N.O.CS(C)=O. The product is [C:41]12([NH:46][C:6]([C:13]3[N:14]=[C:15]([O:34][CH2:35][C@H:36]4[CH2:38][C@H:37]4[C:39]#[N:40])[N:16]=[C:17]([N:19]4[CH2:24][CH2:23][CH:22]([C:25]5[C:33]6[C:28](=[N:29][CH:30]=[CH:31][N:32]=6)[NH:27][CH:1]=5)[CH2:21][CH2:20]4)[N:18]=3)=[O:9])[CH2:45][CH:43]([CH2:44]1)[CH2:42]2. The yield is 0.270. (3) The reactants are [Br:1][C:2]1[CH:7]=[C:6]([CH2:8][N:9]([C:17]2[O:18][C:19]([C:22]3[CH:27]=[CH:26][C:25]([C:28]#[N:29])=[CH:24][CH:23]=3)=[CH:20][N:21]=2)[C:10]2[CH:15]=[CH:14][C:13]([F:16])=[CH:12][CH:11]=2)[CH:5]=[CH:4][C:3]=1[C:30]([P:33](=[O:36])([OH:35])[OH:34])([F:32])[F:31].[Cl-].[NH4+].[N-:39]=[N+:40]=[N-:41].[Na+]. The catalyst is CN(C)C=O.C(OCC)(=O)C. The product is [Br:1][C:2]1[CH:7]=[C:6]([CH2:8][N:9]([C:10]2[CH:11]=[CH:12][C:13]([F:16])=[CH:14][CH:15]=2)[C:17]2[O:18][C:19]([C:22]3[CH:27]=[CH:26][C:25]([C:28]4[N:39]=[N:40][NH:41][N:29]=4)=[CH:24][CH:23]=3)=[CH:20][N:21]=2)[CH:5]=[CH:4][C:3]=1[C:30]([P:33](=[O:35])([OH:34])[OH:36])([F:31])[F:32]. The yield is 0.310.